Dataset: Reaction yield outcomes from USPTO patents with 853,638 reactions. Task: Predict the reaction yield, written as a fraction of the theoretical maximum amount of product (1.0 means a 100% yield; for example, 0.34 means a 34% yield). The reactants are [N+:1]([C:4]1[C:5]([CH2:10][C:11]([O:13][CH2:14][CH3:15])=[O:12])=[N:6][CH:7]=[CH:8][CH:9]=1)([O-])=O. The catalyst is C(O)C.[Pd]. The product is [NH2:1][C:4]1[C:5]([CH2:10][C:11]([O:13][CH2:14][CH3:15])=[O:12])=[N:6][CH:7]=[CH:8][CH:9]=1. The yield is 0.940.